Dataset: Experimentally validated miRNA-target interactions with 360,000+ pairs, plus equal number of negative samples. Task: Binary Classification. Given a miRNA mature sequence and a target amino acid sequence, predict their likelihood of interaction. (1) The miRNA is hsa-miR-6074 with sequence GAUAUUCAGAGGCUAGGUGG. The protein sequence of the target gene is MSPDVPLLNDYKQDFFLKRFPQTVLGGPRFKLGYCAPPYIYVNQIILFLMPWVWGGVGTLLYQLGILKDYYTAALSGGLMLFTAFVIQFTSLYAKNKSTTVERILTTDILAEEDEHEFTSCTGAETVKFLIPGKKYVANTVFHSILAGLACGLGTWYLLPNRITLLYGSTGGTALLFFFGWMTLCIAEYSLIVNTATETATFQTQDTYEIIPLMRPLYIFFFVSVDLAHRFVVNMPALEHMNQILHILFVFLPFLWALGTLPPPDALLLWAMEQVLEFGLGGSSMSTHLRLLVMFIMSAG.... Result: 0 (no interaction). (2) The miRNA is hsa-miR-3685 with sequence UUUCCUACCCUACCUGAAGACU. The protein sequence of the target gene is MSRQANRGTESKKMSSELFTLTYGALVTQLCKDYENDEDVNKQLDKMGFNIGVRLIEDFLARSNVGRCHDFRETADVIAKVAFKMYLGITPSITNWSPAGDEFSLILENNPLVDFVELPDNHSSLIYSNLLCGVLRGALEMVQMAVEAKFVQDTLKGDGVTEIRMRFIRRIEDNLPAGEE. Result: 0 (no interaction).